Task: Predict the product of the given reaction.. Dataset: Forward reaction prediction with 1.9M reactions from USPTO patents (1976-2016) (1) Given the reactants Cl[C:2]1[C:3]2[C:4](=[CH:19][N:20](CC3C=CC(OC)=CC=3)[N:21]=2)[N:5]=[C:6]([C:8]2[CH:9]=[N:10][C:11]([N:14]3[CH2:18][CH2:17][CH2:16][CH2:15]3)=[CH:12][CH:13]=2)[N:7]=1.[NH2:31][C:32]1[CH:42]=[CH:41][C:35]2[O:36][CH2:37][C:38](=[O:40])[NH:39][C:34]=2[CH:33]=1.Cl, predict the reaction product. The product is: [N:14]1([C:11]2[N:10]=[CH:9][C:8]([C:6]3[N:7]=[C:2]([NH:31][C:32]4[CH:42]=[CH:41][C:35]5[O:36][CH2:37][C:38](=[O:40])[NH:39][C:34]=5[CH:33]=4)[C:3]4[NH:21][N:20]=[CH:19][C:4]=4[N:5]=3)=[CH:13][CH:12]=2)[CH2:15][CH2:16][CH2:17][CH2:18]1. (2) Given the reactants C(=O)([S:3][CH2:4][C:5](=[O:16])[NH:6][CH2:7][C:8]1[CH:13]=[CH:12][C:11]([Cl:14])=[CH:10][C:9]=1[Cl:15])C.[OH-].[Na+], predict the reaction product. The product is: [Cl:15][C:9]1[CH:10]=[C:11]([Cl:14])[CH:12]=[CH:13][C:8]=1[CH2:7][NH:6][C:5](=[O:16])[CH2:4][SH:3]. (3) Given the reactants [OH:1][C:2]1[C:3]([CH3:18])=[C:4]2[C:9](=[C:10]([CH3:13])[C:11]=1[CH3:12])[O:8][C:7]([CH3:17])([C:14]([OH:16])=O)[CH2:6][CH2:5]2.[CH:19]1[N:23]=[CH:22][N:21]([C:24](N2C=NC=C2)=O)[CH:20]=1.CN(C)CCN, predict the reaction product. The product is: [CH3:22][N:21]([CH3:24])[CH2:20][CH2:19][NH:23][C:14]([C:7]1([CH3:17])[CH2:6][CH2:5][C:4]2[C:9](=[C:10]([CH3:13])[C:11]([CH3:12])=[C:2]([OH:1])[C:3]=2[CH3:18])[O:8]1)=[O:16]. (4) Given the reactants CN(CCN(C)C)C.[Li+].CC([N-]C(C)C)C.[Cl:17][C:18]1[CH:19]=[C:20]([C:28]2[O:32][N:31]=[C:30]([C:33]3[CH:41]=[CH:40][CH:39]=[C:38]4[C:34]=3[CH:35]=[N:36][N:37]4[CH2:42][CH2:43][C:44]([O:46][CH2:47][CH3:48])=[O:45])[N:29]=2)[CH:21]=[CH:22][C:23]=1[O:24][CH:25]([CH3:27])[CH3:26].C1C[O:52]CC1, predict the reaction product. The product is: [Cl:17][C:18]1[CH:19]=[C:20]([C:28]2[O:32][N:31]=[C:30]([C:33]3[CH:41]=[CH:40][CH:39]=[C:38]4[C:34]=3[CH:35]=[N:36][N:37]4[CH2:42][CH:43]([OH:52])[C:44]([O:46][CH2:47][CH3:48])=[O:45])[N:29]=2)[CH:21]=[CH:22][C:23]=1[O:24][CH:25]([CH3:27])[CH3:26]. (5) The product is: [N:1]1([CH2:5][CH2:6][O:7][C:8]2[CH:9]=[CH:10][C:11]([OH:33])=[C:12]([CH:32]=2)[C:13]([NH:15][C:16]2[CH:25]=[C:24]([C:26]3[CH:31]=[CH:30][CH:29]=[CH:28][CH:27]=3)[CH:23]=[CH:22][C:17]=2[C:18]([O:20][CH3:21])=[O:19])=[O:14])[CH2:4][CH2:3][CH2:2]1. Given the reactants [N:1]1([CH2:5][CH2:6][O:7][C:8]2[CH:9]=[CH:10][C:11]([O:33]CC3C=CC=CC=3)=[C:12]([CH:32]=2)[C:13]([NH:15][C:16]2[CH:25]=[C:24]([C:26]3[CH:31]=[CH:30][CH:29]=[CH:28][CH:27]=3)[CH:23]=[CH:22][C:17]=2[C:18]([O:20][CH3:21])=[O:19])=[O:14])[CH2:4][CH2:3][CH2:2]1.O1CCOCC1, predict the reaction product.